Dataset: Forward reaction prediction with 1.9M reactions from USPTO patents (1976-2016). Task: Predict the product of the given reaction. (1) The product is: [N+:12]([C:3]1[CH:4]=[C:5]([C:8]([F:11])([F:10])[F:9])[CH:6]=[CH:7][C:2]=1[N:16]1[CH:17]=[C:18]([CH2:21][OH:22])[N:30]=[CH:20]1)([O-:14])=[O:13]. Given the reactants F[C:2]1[CH:7]=[CH:6][C:5]([C:8]([F:11])([F:10])[F:9])=[CH:4][C:3]=1[N+:12]([O-:14])=[O:13].Cl.[NH:16]1[CH:20]=C[C:18]([CH2:21][OH:22])=[CH:17]1.C([O-])([O-])=O.[Na+].[Na+].C[N:30](C=O)C, predict the reaction product. (2) Given the reactants [F:1][C:2]1[CH:32]=[C:31]([N+:33]([O-:35])=[O:34])[CH:30]=[CH:29][C:3]=1[O:4][C:5]1[CH:10]=[CH:9][N:8]=[C:7]2[CH:11]=[C:12]([C:14]3[CH2:19][CH2:18][N:17]([C:20](=[O:28])[CH2:21][CH2:22][NH:23][CH2:24][CH2:25][O:26][CH3:27])[CH2:16][CH:15]=3)[S:13][C:6]=12.[C:36](O[C:36]([O:38][C:39]([CH3:42])([CH3:41])[CH3:40])=[O:37])([O:38][C:39]([CH3:42])([CH3:41])[CH3:40])=[O:37], predict the reaction product. The product is: [F:1][C:2]1[CH:32]=[C:31]([N+:33]([O-:35])=[O:34])[CH:30]=[CH:29][C:3]=1[O:4][C:5]1[CH:10]=[CH:9][N:8]=[C:7]2[CH:11]=[C:12]([C:14]3[CH2:19][CH2:18][N:17]([C:20](=[O:28])[CH2:21][CH2:22][N:23]([CH2:24][CH2:25][O:26][CH3:27])[C:36](=[O:37])[O:38][C:39]([CH3:42])([CH3:41])[CH3:40])[CH2:16][CH:15]=3)[S:13][C:6]=12. (3) Given the reactants N[C:2]1[CH:7]=[CH:6][C:5]([C:8]2[NH:13][C:12](=[O:14])[NH:11][CH:10]([C:15]3[CH:20]=[C:19]([N+]([O-])=O)C(O)=C(OCC)[CH:16]=3)[C:9]=2[C:28]2[CH:33]=[CH:32][CH:31]=[CH:30][CH:29]=2)=[CH:4][CH:3]=1.[C:34]1([C:40](=[O:48])CC2C=CC=CC=2)C=CC=CC=1.N[C:50](N)=[O:51].Cl.[CH2:54]([OH:56])[CH3:55], predict the reaction product. The product is: [OH:56][C:54]1[CH:16]=[C:15]([CH:10]2[C:9]([C:28]3[CH:33]=[CH:32][CH:31]=[CH:30][CH:29]=3)=[C:8]([C:5]3[CH:4]=[CH:3][CH:2]=[CH:7][CH:6]=3)[NH:13][C:12](=[O:14])[NH:11]2)[CH:20]=[CH:19][C:55]=1[C:50]([O:48][CH2:40][CH3:34])=[O:51]. (4) Given the reactants [Si]([O:18][CH2:19][C@@H:20]1[CH2:25][CH:24]2[CH:22]([CH2:23]2)[N:21]1[C:26]([O:28][C:29]([CH3:32])([CH3:31])[CH3:30])=[O:27])(C(C)(C)C)(C1C=CC=CC=1)C1C=CC=CC=1.CCCC[N+](CCCC)(CCCC)CCCC.[F-], predict the reaction product. The product is: [OH:18][CH2:19][C@@H:20]1[CH2:25][CH:24]2[CH:22]([CH2:23]2)[N:21]1[C:26]([O:28][C:29]([CH3:32])([CH3:31])[CH3:30])=[O:27]. (5) Given the reactants [CH3:1][O:2][C:3](=[O:23])[CH2:4][C:5]1[CH:10]=[CH:9][C:8]([O:11][C:12]2[CH:17]=[CH:16][C:15]([C:18]([F:21])([F:20])[F:19])=[CH:14][C:13]=2[NH2:22])=[CH:7][CH:6]=1.[C:24](=O)([O-])[O-].[K+].[K+].[C:30]1(C)[C:31]([S:36](Cl)(=[O:38])=[O:37])=[CH:32][CH:33]=[CH:34][CH:35]=1.Cl, predict the reaction product. The product is: [CH3:1][O:2][C:3](=[O:23])[CH2:4][C:5]1[CH:10]=[CH:9][C:8]([O:11][C:12]2[CH:17]=[CH:16][C:15]([C:18]([F:20])([F:19])[F:21])=[CH:14][C:13]=2[NH:22][S:36]([C:31]2[CH:30]=[CH:35][C:34]([CH3:24])=[CH:33][CH:32]=2)(=[O:37])=[O:38])=[CH:7][CH:6]=1. (6) Given the reactants [Cl:1][C:2]1[CH:11]=[C:10]2[C:5]([C:6]([N:12]3[CH2:17][CH2:16][N:15]([C:18](=[N:26][C:27]#[N:28])OC4C=CC=CC=4)[CH2:14][CH2:13]3)=[CH:7][CH:8]=[N:9]2)=[CH:4][CH:3]=1.[C:29]([NH2:33])([CH3:32])([CH3:31])[CH3:30], predict the reaction product. The product is: [C:29]([NH:33][C:18](=[N:26][C:27]#[N:28])[N:15]1[CH2:14][CH2:13][N:12]([C:6]2[C:5]3[C:10](=[CH:11][C:2]([Cl:1])=[CH:3][CH:4]=3)[N:9]=[CH:8][CH:7]=2)[CH2:17][CH2:16]1)([CH3:32])([CH3:31])[CH3:30]. (7) Given the reactants [CH:1]([NH2:4])([CH3:3])[CH3:2].[C:5]([N:8]([CH2:24][C:25]1[CH:30]=[C:29]([C:31]([F:34])([F:33])[F:32])[CH:28]=[C:27]([C:35]([F:38])([F:37])[F:36])[CH:26]=1)[CH:9]1[CH2:15][CH2:14][CH2:13][N:12]([C:16](Cl)=[O:17])[C:11]2[CH:19]=[C:20]([Cl:23])[CH:21]=[CH:22][C:10]1=2)(=[O:7])[CH3:6], predict the reaction product. The product is: [CH:1]([NH:4][C:16]([N:12]1[CH2:13][CH2:14][CH2:15][CH:9]([N:8]([C:5](=[O:7])[CH3:6])[CH2:24][C:25]2[CH:30]=[C:29]([C:31]([F:33])([F:34])[F:32])[CH:28]=[C:27]([C:35]([F:36])([F:37])[F:38])[CH:26]=2)[C:10]2[CH:22]=[CH:21][C:20]([Cl:23])=[CH:19][C:11]1=2)=[O:17])([CH3:3])[CH3:2]. (8) The product is: [CH3:35][C:19]1[C:20]([N:24]2[C:33](=[O:34])[C:32]3[C:27](=[CH:28][CH:29]=[CH:30][CH:31]=3)[N:26]=[CH:25]2)=[CH:21][CH:22]=[CH:23][C:18]=1[C:17]1[C:9]2[C:8]3[C:12](=[CH:13][C:5]([O:4][CH2:3][CH:2]=[O:1])=[CH:6][CH:7]=3)[NH:11][C:10]=2[C:14]([C:36]([NH2:38])=[O:37])=[N:15][CH:16]=1. Given the reactants [OH:1][CH2:2][CH2:3][O:4][C:5]1[CH:13]=[C:12]2[C:8]([C:9]3[C:17]([C:18]4[CH:23]=[CH:22][CH:21]=[C:20]([N:24]5[C:33](=[O:34])[C:32]6[C:27](=[CH:28][CH:29]=[CH:30][CH:31]=6)[N:26]=[CH:25]5)[C:19]=4[CH3:35])=[CH:16][N:15]=[C:14]([C:36]([NH2:38])=[O:37])[C:10]=3[NH:11]2)=[CH:7][CH:6]=1.CC(OI1(OC(C)=O)(OC(C)=O)OC(=O)C2C=CC=CC1=2)=O.C([O-])(O)=O.[Na+].O, predict the reaction product.